Dataset: TCR-epitope binding with 47,182 pairs between 192 epitopes and 23,139 TCRs. Task: Binary Classification. Given a T-cell receptor sequence (or CDR3 region) and an epitope sequence, predict whether binding occurs between them. The epitope is TLVPQEHYV. The TCR CDR3 sequence is CASSFPVFHGQGGSPEAFF. Result: 1 (the TCR binds to the epitope).